Dataset: Reaction yield outcomes from USPTO patents with 853,638 reactions. Task: Predict the reaction yield, written as a fraction of the theoretical maximum amount of product (1.0 means a 100% yield; for example, 0.34 means a 34% yield). The reactants are C([O:8][C:9]1[CH:10]=[CH:11][C:12]([C@@H:20]([O:63][Si:64]([C:67]([CH3:70])([CH3:69])[CH3:68])([CH3:66])[CH3:65])[CH2:21][NH:22][CH2:23][CH2:24][CH2:25][CH2:26][CH2:27][O:28][C:29]2[CH:62]=[CH:61][C:32]([C:33]([NH:35][C:36]3[CH:37]=[C:38]([C:42]([OH:60])([C:54]4[CH:59]=[CH:58][CH:57]=[CH:56][CH:55]=4)[C:43]([O:45][C@@H:46]4[CH:51]5[CH2:52][CH2:53][N:48]([CH2:49][CH2:50]5)[CH2:47]4)=[O:44])[CH:39]=[CH:40][CH:41]=3)=[O:34])=[CH:31][CH:30]=2)=[C:13]2[C:18]=1[NH:17][C:16](=[O:19])[CH:15]=[CH:14]2)C1C=CC=CC=1.O. The catalyst is CO.[Pd]. The product is [Si:64]([O:63][C@H:20]([C:12]1[CH:11]=[CH:10][C:9]([OH:8])=[C:18]2[C:13]=1[CH:14]=[CH:15][C:16](=[O:19])[NH:17]2)[CH2:21][NH:22][CH2:23][CH2:24][CH2:25][CH2:26][CH2:27][O:28][C:29]1[CH:30]=[CH:31][C:32]([C:33]([NH:35][C:36]2[CH:37]=[C:38]([C:42]([OH:60])([C:54]3[CH:55]=[CH:56][CH:57]=[CH:58][CH:59]=3)[C:43]([O:45][C@@H:46]3[CH:51]4[CH2:52][CH2:53][N:48]([CH2:49][CH2:50]4)[CH2:47]3)=[O:44])[CH:39]=[CH:40][CH:41]=2)=[O:34])=[CH:61][CH:62]=1)([C:67]([CH3:70])([CH3:68])[CH3:69])([CH3:66])[CH3:65]. The yield is 0.515.